Dataset: Human liver microsome stability data. Task: Regression/Classification. Given a drug SMILES string, predict its absorption, distribution, metabolism, or excretion properties. Task type varies by dataset: regression for continuous measurements (e.g., permeability, clearance, half-life) or binary classification for categorical outcomes (e.g., BBB penetration, CYP inhibition). Dataset: hlm. (1) The molecule is COc1cc2nc(N3CCC[C@@H](N)C3)n(Cc3ccccc3C#N)c(=O)c2cc1OC. The result is 0 (unstable in human liver microsomes). (2) The molecule is O=C(CCCCCNC(=O)NC(=O)c1ccc(NCCN2CCCC2)c([N+](=O)[O-])c1)NO. The result is 0 (unstable in human liver microsomes). (3) The molecule is O=C(N[C@@H](Cc1c[nH]c2ccccc12)C(=O)Nc1ccncc1)c1ccc(-c2ccccc2Cl)cc1F. The result is 1 (stable in human liver microsomes). (4) The drug is CCN(CC)CCCCCN=C(C)Nc1ccnc2cc(Cl)ccc12. The result is 0 (unstable in human liver microsomes). (5) The compound is N#Cc1ccccc1Cn1c(N2CCC[C@@H](N)C2)ncc(/C=C/c2ccc(F)cc2)c1=O. The result is 0 (unstable in human liver microsomes). (6) The result is 0 (unstable in human liver microsomes). The molecule is CC(C)(C)c1cc(NC(=O)[C@@H]2CCCN2c2ccc(C(F)(F)F)cc2)no1. (7) The drug is O[C@@H](CN1c2cccc(-c3cccc(OC(F)(F)F)c3)c2CC[C@@H]1c1cccc(OC(F)(F)C(F)F)c1)C(F)(F)F. The result is 0 (unstable in human liver microsomes). (8) The drug is CS(=O)(=O)c1ccccc1-c1cnc2c(O)n(Cc3cc(F)ccc3C#N)c(N3CCC[C@@H](N)C3)nc1-2. The result is 0 (unstable in human liver microsomes). (9) The compound is CNc1nc(NCCCN(C)C)c2sc(-c3ccc(S(C)(=O)=O)cc3)cc2n1. The result is 0 (unstable in human liver microsomes).